This data is from Peptide-MHC class II binding affinity with 134,281 pairs from IEDB. The task is: Regression. Given a peptide amino acid sequence and an MHC pseudo amino acid sequence, predict their binding affinity value. This is MHC class II binding data. The peptide sequence is QVAQYKALPVVLENA. The MHC is DRB1_0401 with pseudo-sequence DRB1_0401. The binding affinity (normalized) is 0.623.